From a dataset of Reaction yield outcomes from USPTO patents with 853,638 reactions. Predict the reaction yield, written as a fraction of the theoretical maximum amount of product (1.0 means a 100% yield; for example, 0.34 means a 34% yield). (1) The reactants are [Cl:1][C:2]1[CH:7]=[CH:6][C:5]([CH:8]2[N:12]([C:13](Cl)=[O:14])[C:11]([C:16]3[CH:21]=[CH:20][C:19]([O:22][CH3:23])=[CH:18][C:17]=3[O:24][CH2:25][CH3:26])=[N:10][CH:9]2[CH2:27][CH:28]2[CH2:32][CH2:31][CH2:30][CH2:29]2)=[CH:4][CH:3]=1.[CH3:33][N:34]1[CH2:39][CH2:38][NH:37][CH2:36][CH2:35]1.C(N(CC)CC)C. The catalyst is C(Cl)Cl. The product is [Cl:1][C:2]1[CH:3]=[CH:4][C:5]([CH:8]2[N:12]([C:13]([N:37]3[CH2:38][CH2:39][N:34]([CH3:33])[CH2:35][CH2:36]3)=[O:14])[C:11]([C:16]3[CH:21]=[CH:20][C:19]([O:22][CH3:23])=[CH:18][C:17]=3[O:24][CH2:25][CH3:26])=[N:10][CH:9]2[CH2:27][CH:28]2[CH2:32][CH2:31][CH2:30][CH2:29]2)=[CH:6][CH:7]=1. The yield is 0.930. (2) The reactants are [Br:1][C:2]1[C:3]([OH:10])=[C:4]([CH:7]=[CH:8][CH:9]=1)[CH:5]=O.Br[CH2:12][C:13]([C:15]1[CH:20]=[CH:19][C:18]([O:21][CH3:22])=[C:17]([O:23][CH3:24])[CH:16]=1)=[O:14]. No catalyst specified. The product is [Br:1][C:2]1[C:3]2[O:10][C:12]([C:13]([C:15]3[CH:20]=[CH:19][C:18]([O:21][CH3:22])=[C:17]([O:23][CH3:24])[CH:16]=3)=[O:14])=[CH:5][C:4]=2[CH:7]=[CH:8][CH:9]=1. The yield is 0.780. (3) The reactants are [C:1]1([C:9]2[CH:14]=[CH:13][CH:12]=[CH:11][CH:10]=2)[C:2]([CH:7]=O)=[CH:3][CH:4]=[CH:5][CH:6]=1.[Br:15][C:16]1[N:17]=[CH:18][C:19]([NH2:22])=[N:20][CH:21]=1.C(O[BH-](OC(=O)C)OC(=O)C)(=O)C.[Na+]. The catalyst is C(O)(=O)C.ClCCCl.C(Cl)Cl. The product is [C:1]1([C:9]2[CH:14]=[CH:13][CH:12]=[CH:11][CH:10]=2)[CH:6]=[CH:5][CH:4]=[CH:3][C:2]=1[CH2:7][NH:22][C:19]1[CH:18]=[N:17][C:16]([Br:15])=[CH:21][N:20]=1. The yield is 0.480. (4) The reactants are [Li+].[CH3:2][C:3]1[C:4]([C:24]([O-])=[O:25])=[CH:5][C:6]2[O:10][C:9]([C:17]3[CH:22]=[CH:21][CH:20]=[CH:19][CH:18]=3)([C:11]3[CH:16]=[CH:15][CH:14]=[CH:13][CH:12]=3)[O:8][C:7]=2[CH:23]=1.C[N+](C)=C(N(C)C)O[N:31]1[C:35]2C=[CH:37][CH:38]=[CH:39][C:34]=2N=N1.F[P-](F)(F)(F)(F)F.N1CCCCC1. The catalyst is CN(C)C=O. The product is [CH3:2][C:3]1[C:4]([C:24]([N:31]2[CH2:37][CH2:38][CH2:39][CH2:34][CH2:35]2)=[O:25])=[CH:5][C:6]2[O:10][C:9]([C:11]3[CH:16]=[CH:15][CH:14]=[CH:13][CH:12]=3)([C:17]3[CH:18]=[CH:19][CH:20]=[CH:21][CH:22]=3)[O:8][C:7]=2[CH:23]=1. The yield is 0.610. (5) The reactants are [CH2:1]([O:3][C:4]1[C:13]2[C:8](=[CH:9][CH:10]=[CH:11][CH:12]=2)[C:7]([O:14][CH2:15][CH3:16])=[C:6]([C:17]([OH:19])=O)[C:5]=1[C:20]([OH:22])=[O:21])[CH3:2].S(Cl)(Cl)=O. The catalyst is C(Cl)(Cl)Cl. The product is [CH2:15]([O:14][C:7]1[C:8]2[C:13](=[CH:12][CH:11]=[CH:10][CH:9]=2)[C:4]([O:3][CH2:1][CH3:2])=[C:5]2[C:20]([O:21][C:17](=[O:19])[C:6]=12)=[O:22])[CH3:16]. The yield is 0.990. (6) The reactants are [O:1]=[C:2]1[C:11]2[C:6](=[CH:7][CH:8]=[CH:9][CH:10]=2)[NH:5][CH:4]=[C:3]1[C:12]([NH:14][C:15]1[CH:23]=[C:22]2[C:18]([CH:19]=[CH:20][NH:21]2)=[CH:17][C:16]=1[C:24](O)=[O:25])=[O:13].CN(C(ON1N=NC2C=CC=NC1=2)=[N+](C)C)C.F[P-](F)(F)(F)(F)F.CCN(C(C)C)C(C)C.[CH2:60]([NH2:64])[CH:61]([CH3:63])[CH3:62]. The catalyst is CN(C=O)C. The product is [CH2:60]([NH:64][C:24]([C:16]1[CH:17]=[C:18]2[C:22](=[CH:23][C:15]=1[NH:14][C:12]([C:3]1[C:2](=[O:1])[C:11]3[C:6](=[CH:7][CH:8]=[CH:9][CH:10]=3)[NH:5][CH:4]=1)=[O:13])[NH:21][CH:20]=[CH:19]2)=[O:25])[CH:61]([CH3:63])[CH3:62]. The yield is 0.660. (7) The reactants are [NH2:1][C:2]1[CH:7]=[CH:6][CH:5]=[CH:4][C:3]=1[S:8]([N:11]([CH3:13])[CH3:12])(=[O:10])=[O:9].[H-].[Na+].[Cl:16][C:17]1[N:22]=[C:21](Cl)[C:20]([Cl:24])=[CH:19][N:18]=1. The catalyst is CN(C)C=O. The product is [Cl:16][C:17]1[N:22]=[C:21]([NH:1][C:2]2[CH:7]=[CH:6][CH:5]=[CH:4][C:3]=2[S:8]([N:11]([CH3:13])[CH3:12])(=[O:10])=[O:9])[C:20]([Cl:24])=[CH:19][N:18]=1. The yield is 0.520. (8) The reactants are [Cl:1][C:2]1[S:6][C:5]([S:7](Cl)(=[O:9])=[O:8])=[CH:4][C:3]=1[CH3:11].[NH2:12][C:13]1[CH:14]=[C:15]([OH:23])[C:16](=[CH:21][CH:22]=1)[C:17]([O:19][CH3:20])=[O:18].N1C=CC=CC=1. No catalyst specified. The product is [Cl:1][C:2]1[S:6][C:5]([S:7]([NH:12][C:13]2[CH:22]=[CH:21][C:16]([C:17]([O:19][CH3:20])=[O:18])=[C:15]([OH:23])[CH:14]=2)(=[O:9])=[O:8])=[CH:4][C:3]=1[CH3:11]. The yield is 0.590. (9) The product is [CH2:1]([O:3][C:4](=[O:5])[CH2:6][C:7]1[N:29]=[C:12]([C:13]2[CH:18]=[CH:17][C:16]([C:19]([F:22])([F:21])[F:20])=[CH:15][CH:14]=2)[O:11][C:8]=1[CH2:9][CH3:10])[CH3:2]. The reactants are [CH2:1]([O:3][C:4]([CH2:6][C:7](=O)[CH:8]([O:11][C:12](=O)[C:13]1[CH:18]=[CH:17][C:16]([C:19]([F:22])([F:21])[F:20])=[CH:15][CH:14]=1)[CH2:9][CH3:10])=[O:5])[CH3:2].C([O-])(=O)C.[NH4+:29]. The catalyst is C(O)(=O)C. The yield is 0.500.